This data is from Full USPTO retrosynthesis dataset with 1.9M reactions from patents (1976-2016). The task is: Predict the reactants needed to synthesize the given product. Given the product [F:17][C:16]([F:19])([F:18])[S:13]([O:11][C:3]1[CH:4]=[CH:5][C:6]2=[N:7][O:8][N:9]=[C:10]2[C:2]=1[CH3:1])(=[O:14])=[O:12], predict the reactants needed to synthesize it. The reactants are: [CH3:1][C:2]1[C:10]2[C:6](=[N:7][O:8][N:9]=2)[CH:5]=[CH:4][C:3]=1[OH:11].[O:12](S(C(F)(F)F)(=O)=O)[S:13]([C:16]([F:19])([F:18])[F:17])(=O)=[O:14].CCN(CC)CC.